This data is from Forward reaction prediction with 1.9M reactions from USPTO patents (1976-2016). The task is: Predict the product of the given reaction. (1) Given the reactants [NH2:1][C:2]1[C:10]2[C:5](=[CH:6][N:7]=[CH:8][CH:9]=2)[S:4][C:3]=1[C:11]([O:13][CH2:14][CH3:15])=[O:12].[CH3:16]C(O)C, predict the reaction product. The product is: [NH2:1][C:2]1[C:10]2[C:5](=[CH:6][N:7]=[CH:8][CH:9]=2)[S:4][C:3]=1[C:11]([O:13][CH:14]([CH3:16])[CH3:15])=[O:12]. (2) The product is: [CH3:20][O:21][C:25](=[O:26])[C:2]1[CH:7]=[CH:6][CH:5]=[C:4]([S:8][CH2:9][C:10](=[O:12])[CH3:11])[CH:3]=1. Given the reactants Br[C:2]1[CH:3]=[C:4]([S:8][CH2:9][C:10](=[O:12])[CH3:11])[CH:5]=[CH:6][CH:7]=1.C(N(CC)CC)C.[CH3:20][OH:21].CN([CH:25]=[O:26])C, predict the reaction product. (3) Given the reactants Br[C:2]1[C:11]2[C:6](=[CH:7][CH:8]=[CH:9][C:10]=2[Cl:12])[CH:5]=[C:4]([NH:13]C(=O)C)[N:3]=1.C(=O)([O-])[O-].[K+].[K+], predict the reaction product. The product is: [Cl:12][C:10]1[CH:9]=[CH:8][CH:7]=[C:6]2[C:11]=1[CH:2]=[N:3][C:4]([NH2:13])=[CH:5]2. (4) Given the reactants I[C:2]1[CH:7]=[CH:6][C:5]([O:8][CH3:9])=[CH:4][N:3]=1.[C:10]([C:12]1[CH:17]=[CH:16][CH:15]=[CH:14][CH:13]=1)#[CH:11].C(N(CC)CC)C, predict the reaction product. The product is: [CH3:9][O:8][C:5]1[CH:6]=[CH:7][C:2]([C:11]#[C:10][C:12]2[CH:17]=[CH:16][CH:15]=[CH:14][CH:13]=2)=[N:3][CH:4]=1. (5) Given the reactants [CH3:1][O:2][C:3]1[CH:8]=[CH:7][C:6]([N:9]2[CH2:14][CH2:13][NH:12][CH2:11][CH2:10]2)=[C:5]([CH:15]2[CH2:20][C:19]([CH3:22])([CH3:21])[CH2:18][C:17]([CH3:24])([CH3:23])[CH2:16]2)[CH:4]=1.C(O[BH-](O[C:35](=[O:37])[CH3:36])OC(=O)C)(=O)C.[Na+].C(O)(=O)C.C(=O)([O-])O.[Na+].O1[CH2:52][CH2:51][CH2:50][CH2:49]1, predict the reaction product. The product is: [CH3:1][O:2][C:3]1[CH:8]=[CH:7][C:6]([N:9]2[CH2:14][CH2:13][N:12]([CH2:49][CH:50]3[CH2:36][CH2:35][O:37][CH2:52][CH2:51]3)[CH2:11][CH2:10]2)=[C:5]([CH:15]2[CH2:20][C:19]([CH3:22])([CH3:21])[CH2:18][C:17]([CH3:24])([CH3:23])[CH2:16]2)[CH:4]=1.